From a dataset of Experimentally validated miRNA-target interactions with 360,000+ pairs, plus equal number of negative samples. Binary Classification. Given a miRNA mature sequence and a target amino acid sequence, predict their likelihood of interaction. The miRNA is hsa-miR-6829-5p with sequence UGGGCUGCUGAGAAGGGGCA. The protein sequence of the target gene is MKSCQKMEGKPENESEPKHEEEPKPEEKPEEEEKLEEEAKAKGTFRERLIQSLQEFKEDIHNRHLSNEDMFREVDEIDEIRRVRNKLIVMRWKVNRNHPYPYLM. Result: 0 (no interaction).